Dataset: Forward reaction prediction with 1.9M reactions from USPTO patents (1976-2016). Task: Predict the product of the given reaction. (1) Given the reactants [O:1]1[CH2:6][CH2:5][N:4]([C:7]2[C:8]3[N:9]([CH:33]=[C:34]([CH2:36][CH2:37][C:38]4[CH:47]=[CH:46][C:45]5[C:40](=[CH:41][CH:42]=[CH:43][CH:44]=5)[N:39]=4)[N:35]=3)[C:10]([C:13]3[CH:32]=[CH:31][C:16]([C:17]([N:19]4[CH2:23][CH2:22][CH2:21][C@H:20]4[C:24]([O:26]C(C)(C)C)=[O:25])=[O:18])=[CH:15][CH:14]=3)=[CH:11][N:12]=2)[CH2:3][CH2:2]1.[C:48]([OH:54])([C:50]([F:53])([F:52])[F:51])=[O:49].C(Cl)Cl, predict the reaction product. The product is: [F:51][C:50]([F:53])([F:52])[C:48]([OH:54])=[O:49].[O:1]1[CH2:2][CH2:3][N:4]([C:7]2[C:8]3[N:9]([CH:33]=[C:34]([CH2:36][CH2:37][C:38]4[CH:47]=[CH:46][C:45]5[C:40](=[CH:41][CH:42]=[CH:43][CH:44]=5)[N:39]=4)[N:35]=3)[C:10]([C:13]3[CH:14]=[CH:15][C:16]([C:17]([N:19]4[CH2:23][CH2:22][CH2:21][C@H:20]4[C:24]([OH:26])=[O:25])=[O:18])=[CH:31][CH:32]=3)=[CH:11][N:12]=2)[CH2:5][CH2:6]1. (2) The product is: [CH3:1][O:2][C:3]1[C:8]2[N:9]=[C:10]([C:26]([C@H:23]3[CH2:22][CH2:21][C@H:20]([NH:19][CH2:18][C:41]4[CH:42]=[CH:43][C:37]5[S:36][CH2:35][C:34](=[O:33])[NH:39][C:38]=5[CH:40]=4)[CH2:25][CH2:24]3)=[O:31])[S:11][C:7]=2[C:6]([CH3:12])=[CH:5][CH:4]=1. Given the reactants [CH3:1][O:2][C:3]1[C:8]2[N:9]=[CH:10][S:11][C:7]=2[C:6]([CH3:12])=[CH:5][CH:4]=1.C(O[C:18](=O)[NH:19][C@H:20]1[CH2:25][CH2:24][C@H:23]([C:26](=[O:31])N(OC)C)[CH2:22][CH2:21]1)(C)(C)C.[O:33]=[C:34]1[NH:39][C:38]2[CH:40]=[C:41](C=O)[CH:42]=[CH:43][C:37]=2[S:36][CH2:35]1, predict the reaction product. (3) The product is: [C:27]([C:26]1[CH:30]=[CH:31][C:23]([O:2][CH2:3][CH2:8][NH:9][C:17]([C:6]2[C:7]3[N:11]=[C:10]([C:12]4[S:13][CH:14]=[CH:15][CH:16]=4)[NH:9][C:8]=3[C:3]([O:2][CH3:1])=[CH:4][CH:5]=2)=[O:19])=[N:24][CH:25]=1)(=[O:28])[NH2:29]. Given the reactants [CH3:1][O:2][C:3]1[C:8]2[NH:9][C:10]([C:12]3[S:13][CH:14]=[CH:15][CH:16]=3)=[N:11][C:7]=2[C:6]([C:17]([O-:19])=O)=[CH:5][CH:4]=1.[H-].[Na+].Cl[C:23]1[CH:31]=[CH:30][C:26]([C:27]([NH2:29])=[O:28])=[CH:25][N:24]=1, predict the reaction product. (4) Given the reactants [Cl:1][C:2]1[N:10]([CH2:11][CH:12]=[CH2:13])[C:9]2[C:8](=[O:14])[N:7]([CH2:15][CH2:16][CH2:17][OH:18])[C:6](=[O:19])[N:5]([CH2:20][CH2:21][CH3:22])[C:4]=2[N:3]=1.C(N(CC)CC)C.[CH3:30][S:31](O[S:31]([CH3:30])(=[O:33])=[O:32])(=[O:33])=[O:32].O, predict the reaction product. The product is: [CH3:30][S:31]([O:18][CH2:17][CH2:16][CH2:15][N:7]1[C:8](=[O:14])[C:9]2[N:10]([CH2:11][CH:12]=[CH2:13])[C:2]([Cl:1])=[N:3][C:4]=2[N:5]([CH2:20][CH2:21][CH3:22])[C:6]1=[O:19])(=[O:33])=[O:32]. (5) Given the reactants [NH2:1][C:2]1[N:6]([C:7]2[CH:15]=[CH:14][C:10]([C:11](O)=O)=[CH:9][CH:8]=2)[N:5]=[C:4]([C:16]([CH3:19])([CH3:18])[CH3:17])[CH:3]=1.[NH:20]1[CH2:25][CH2:24][O:23][CH2:22][CH2:21]1.C(Cl)CCl.C1C[O:33]CC1, predict the reaction product. The product is: [NH2:1][C:2]1[N:6]([C:7]2[CH:15]=[CH:14][C:10]([CH:11]3[N:20]([CH:25]=[O:33])[CH2:21][CH2:22][O:23][CH2:24]3)=[CH:9][CH:8]=2)[N:5]=[C:4]([C:16]([CH3:19])([CH3:18])[CH3:17])[CH:3]=1. (6) Given the reactants [C:1]([C:3]1[CH:8]=[C:7]([O:9][CH3:10])[C:6]([OH:11])=[CH:5][C:4]=1[N:12]=[CH:13][N:14]([CH3:16])[CH3:15])#[N:2].C(=O)([O-])[O-].[K+].[K+].Br[CH2:24][CH2:25][CH2:26][CH2:27][Cl:28].O, predict the reaction product. The product is: [Cl:28][CH2:27][CH2:26][CH2:25][CH2:24][O:11][C:6]1[C:7]([O:9][CH3:10])=[CH:8][C:3]([C:1]#[N:2])=[C:4]([N:12]=[CH:13][N:14]([CH3:15])[CH3:16])[CH:5]=1.